This data is from HIV replication inhibition screening data with 41,000+ compounds from the AIDS Antiviral Screen. The task is: Binary Classification. Given a drug SMILES string, predict its activity (active/inactive) in a high-throughput screening assay against a specified biological target. (1) The drug is CCOC(=O)c1nc2ccc(C(F)(F)F)cc2nc1O. The result is 0 (inactive). (2) The molecule is CCOC(=N)N1CCCCC1. The result is 0 (inactive). (3) The molecule is O=C1CN2Cc3c(sc4c3CCCC4)NC2=N1. The result is 0 (inactive).